This data is from NCI-60 drug combinations with 297,098 pairs across 59 cell lines. The task is: Regression. Given two drug SMILES strings and cell line genomic features, predict the synergy score measuring deviation from expected non-interaction effect. (1) Drug 1: CC1C(C(CC(O1)OC2CC(OC(C2O)C)OC3=CC4=CC5=C(C(=O)C(C(C5)C(C(=O)C(C(C)O)O)OC)OC6CC(C(C(O6)C)O)OC7CC(C(C(O7)C)O)OC8CC(C(C(O8)C)O)(C)O)C(=C4C(=C3C)O)O)O)O. Drug 2: CCC1(C2=C(COC1=O)C(=O)N3CC4=CC5=C(C=CC(=C5CN(C)C)O)N=C4C3=C2)O.Cl. Cell line: SF-295. Synergy scores: CSS=67.0, Synergy_ZIP=-3.56, Synergy_Bliss=-3.70, Synergy_Loewe=-6.59, Synergy_HSA=-1.70. (2) Drug 1: CS(=O)(=O)CCNCC1=CC=C(O1)C2=CC3=C(C=C2)N=CN=C3NC4=CC(=C(C=C4)OCC5=CC(=CC=C5)F)Cl. Drug 2: CC1=C(N=C(N=C1N)C(CC(=O)N)NCC(C(=O)N)N)C(=O)NC(C(C2=CN=CN2)OC3C(C(C(C(O3)CO)O)O)OC4C(C(C(C(O4)CO)O)OC(=O)N)O)C(=O)NC(C)C(C(C)C(=O)NC(C(C)O)C(=O)NCCC5=NC(=CS5)C6=NC(=CS6)C(=O)NCCC[S+](C)C)O. Cell line: HT29. Synergy scores: CSS=1.85, Synergy_ZIP=2.54, Synergy_Bliss=-3.37, Synergy_Loewe=-2.38, Synergy_HSA=-2.32. (3) Drug 1: CC12CCC3C(C1CCC2=O)CC(=C)C4=CC(=O)C=CC34C. Synergy scores: CSS=53.8, Synergy_ZIP=0.691, Synergy_Bliss=1.33, Synergy_Loewe=-12.9, Synergy_HSA=3.59. Cell line: M14. Drug 2: CCC1=C2CN3C(=CC4=C(C3=O)COC(=O)C4(CC)O)C2=NC5=C1C=C(C=C5)O. (4) Drug 1: COC1=C(C=C2C(=C1)N=CN=C2NC3=CC(=C(C=C3)F)Cl)OCCCN4CCOCC4. Drug 2: C1=NC2=C(N1)C(=S)N=CN2. Cell line: MALME-3M. Synergy scores: CSS=15.9, Synergy_ZIP=-4.72, Synergy_Bliss=-9.22, Synergy_Loewe=-8.22, Synergy_HSA=-7.23. (5) Drug 1: CCCS(=O)(=O)NC1=C(C(=C(C=C1)F)C(=O)C2=CNC3=C2C=C(C=N3)C4=CC=C(C=C4)Cl)F. Drug 2: C1=CC=C(C=C1)NC(=O)CCCCCCC(=O)NO. Cell line: BT-549. Synergy scores: CSS=6.12, Synergy_ZIP=0.135, Synergy_Bliss=5.36, Synergy_Loewe=0.563, Synergy_HSA=2.89. (6) Drug 1: C1=CC(=CC=C1CC(C(=O)O)N)N(CCCl)CCCl.Cl. Drug 2: C1C(C(OC1N2C=NC3=C(N=C(N=C32)Cl)N)CO)O. Cell line: EKVX. Synergy scores: CSS=-6.86, Synergy_ZIP=1.68, Synergy_Bliss=-2.82, Synergy_Loewe=-7.22, Synergy_HSA=-7.07. (7) Drug 1: CN1C2=C(C=C(C=C2)N(CCCl)CCCl)N=C1CCCC(=O)O.Cl. Drug 2: C(CC(=O)O)C(=O)CN.Cl. Cell line: EKVX. Synergy scores: CSS=0.789, Synergy_ZIP=-4.07, Synergy_Bliss=-4.44, Synergy_Loewe=-5.86, Synergy_HSA=-4.22. (8) Drug 1: CC1C(C(=O)NC(C(=O)N2CCCC2C(=O)N(CC(=O)N(C(C(=O)O1)C(C)C)C)C)C(C)C)NC(=O)C3=C4C(=C(C=C3)C)OC5=C(C(=O)C(=C(C5=N4)C(=O)NC6C(OC(=O)C(N(C(=O)CN(C(=O)C7CCCN7C(=O)C(NC6=O)C(C)C)C)C)C(C)C)C)N)C. Drug 2: CC1=C(C(CCC1)(C)C)C=CC(=CC=CC(=CC(=O)O)C)C. Cell line: SK-MEL-5. Synergy scores: CSS=48.4, Synergy_ZIP=5.48, Synergy_Bliss=10.9, Synergy_Loewe=-20.0, Synergy_HSA=9.29. (9) Drug 1: CC1CCC2CC(C(=CC=CC=CC(CC(C(=O)C(C(C(=CC(C(=O)CC(OC(=O)C3CCCCN3C(=O)C(=O)C1(O2)O)C(C)CC4CCC(C(C4)OC)O)C)C)O)OC)C)C)C)OC. Drug 2: C1CC(=O)NC(=O)C1N2C(=O)C3=CC=CC=C3C2=O. Cell line: T-47D. Synergy scores: CSS=18.3, Synergy_ZIP=0.525, Synergy_Bliss=4.00, Synergy_Loewe=-27.7, Synergy_HSA=1.08. (10) Drug 1: C1=CN(C=N1)CC(O)(P(=O)(O)O)P(=O)(O)O. Drug 2: C(CCl)NC(=O)N(CCCl)N=O. Cell line: SF-268. Synergy scores: CSS=12.3, Synergy_ZIP=-4.98, Synergy_Bliss=-3.84, Synergy_Loewe=0.428, Synergy_HSA=-0.951.